This data is from Experimentally validated miRNA-target interactions with 360,000+ pairs, plus equal number of negative samples. The task is: Binary Classification. Given a miRNA mature sequence and a target amino acid sequence, predict their likelihood of interaction. (1) The miRNA is hsa-miR-3714 with sequence GAAGGCAGCAGUGCUCCCCUGU. The protein sequence of the target gene is MDPPSLDTAIQHALAGLYPPFEATAPTVLGQVFRLLDSGFQGDGLSFLLDFLIPAKRLCEQVREAACAPYSHCLFLHEGWPLCLRDEVVVHLAPLNPLLLRQGDFYLQVEPQEEQSVCIMIKCLSLDLCTVDKKPVPEPAYPILFTQEWLEAINSDFEGNPLHNCLVASENGIAPVPWTKITSPEFVDDRPQVVNALCQAWGPLPLEALDLSSPQELHQASSPDNQVLPAQSLAKGKGRTYGSKYPGLIKVEQARCGEVAFRMDEVVSQDFEGDYVALLGFSQESRGESPSREAGTSSGC.... Result: 0 (no interaction). (2) The miRNA is cel-miR-791-3p with sequence UUUGGCACUCCGCAGAUAAGGCAA. The protein sequence of the target gene is MAGSVADSDAVVKLDDGHLNNSLGSPVQADVYFPRLIVPFCGHIKGGMRPGKKVLVMGIVDLNPESFAISLTCGDSEDPPADVAIELKAVFTDRQLLRNSCISGERGEEQSAIPYFPFIPDQPFRVEILCEHPRFRVFVDGHQLFDFYHRIQTLSAIDTIKINGDLQITKLG. Result: 0 (no interaction).